From a dataset of Catalyst prediction with 721,799 reactions and 888 catalyst types from USPTO. Predict which catalyst facilitates the given reaction. (1) Product: [OH:23][C:7]1[C:8]2[S:14][C:13]([C:15]3[CH:20]=[CH:19][CH:18]=[C:17]([O:21][CH3:22])[CH:16]=3)=[N:12][C:9]=2[CH:10]=[N:11][C:6]=1[C:4]([NH:24][CH2:25][C:26]([OH:28])=[O:27])=[O:5]. The catalyst class is: 779. Reactant: C(O[C:4]([C:6]1[N:11]=[CH:10][C:9]2[N:12]=[C:13]([C:15]3[CH:20]=[CH:19][CH:18]=[C:17]([O:21][CH3:22])[CH:16]=3)[S:14][C:8]=2[C:7]=1[OH:23])=[O:5])C.[NH2:24][CH2:25][C:26]([OH:28])=[O:27]. (2) Reactant: [Cl:1][C:2]1[CH:24]=[C:23]([N+:25]([O-])=O)[CH:22]=[CH:21][C:3]=1[CH2:4][CH2:5][N:6]([CH2:14][CH:15]1[CH2:20][CH2:19][CH2:18][CH2:17][CH2:16]1)[C:7](=[O:13])[O:8][C:9]([CH3:12])([CH3:11])[CH3:10].[NH4+].[Cl-]. Product: [NH2:25][C:23]1[CH:22]=[CH:21][C:3]([CH2:4][CH2:5][N:6]([CH2:14][CH:15]2[CH2:20][CH2:19][CH2:18][CH2:17][CH2:16]2)[C:7](=[O:13])[O:8][C:9]([CH3:12])([CH3:10])[CH3:11])=[C:2]([Cl:1])[CH:24]=1. The catalyst class is: 284. (3) Reactant: [NH:1]1[CH:5]=[N:4][C:3]([C:6]2[CH:7]=[C:8]([CH:12]=[C:13]([C:15]([F:18])([F:17])[F:16])[CH:14]=2)[C:9]([NH2:11])=O)=[N:2]1.O=P(Cl)(Cl)Cl.CO.ClCCl. Product: [NH:1]1[CH:5]=[N:4][C:3]([C:6]2[CH:7]=[C:8]([CH:12]=[C:13]([C:15]([F:16])([F:17])[F:18])[CH:14]=2)[C:9]#[N:11])=[N:2]1. The catalyst class is: 3. (4) The catalyst class is: 11. Reactant: C([O:3][C:4](=O)[CH2:5][C:6]([C:8]1[CH:13]=[CH:12][C:11]([O:14][CH3:15])=[C:10]([CH3:16])[CH:9]=1)=O)C.[CH3:18][NH:19][NH2:20]. Product: [OH:3][C:4]1[N:19]([CH3:18])[N:20]=[C:6]([C:8]2[CH:13]=[CH:12][C:11]([O:14][CH3:15])=[C:10]([CH3:16])[CH:9]=2)[CH:5]=1. (5) Reactant: [NH2:1][CH2:2][CH2:3][CH2:4][CH2:5][CH2:6][CH2:7][CH2:8][CH2:9][N:10]1[C:22]2[C:21]3[CH:20]=[CH:19][CH:18]=[CH:17][C:16]=3[N:15]=[C:14]([NH2:23])[C:13]=2[N:12]=[C:11]1[CH2:24][CH2:25][CH2:26][CH3:27].C(N(CC)CC)C.[C:35](Cl)(=[O:42])[C:36]1[CH:41]=[CH:40][CH:39]=[CH:38][CH:37]=1. Product: [NH2:23][C:14]1[C:13]2[N:12]=[C:11]([CH2:24][CH2:25][CH2:26][CH3:27])[N:10]([CH2:9][CH2:8][CH2:7][CH2:6][CH2:5][CH2:4][CH2:3][CH2:2][NH:1][C:35](=[O:42])[C:36]3[CH:41]=[CH:40][CH:39]=[CH:38][CH:37]=3)[C:22]=2[C:21]2[CH:20]=[CH:19][CH:18]=[CH:17][C:16]=2[N:15]=1. The catalyst class is: 4. (6) Product: [C:36]([N:26]1[CH2:27][CH2:28][C@H:24]([CH2:23][C@H:13]([C:10]2[CH:9]=[CH:8][C:7]([S:4]([CH:1]3[CH2:3][CH2:2]3)(=[O:5])=[O:6])=[CH:12][CH:11]=2)[C:14]([NH:16][C:17]2[S:18][C:19]([F:22])=[CH:20][N:21]=2)=[O:15])[CH2:25]1)(=[O:38])[CH3:37]. Reactant: [CH:1]1([S:4]([C:7]2[CH:12]=[CH:11][C:10]([C@@H:13]([CH2:23][C@H:24]3[CH2:28][CH2:27][NH:26][CH2:25]3)[C:14]([NH:16][C:17]3[S:18][C:19]([F:22])=[CH:20][N:21]=3)=[O:15])=[CH:9][CH:8]=2)(=[O:6])=[O:5])[CH2:3][CH2:2]1.C(N(CC)CC)C.[C:36](Cl)(=[O:38])[CH3:37]. The catalyst class is: 4. (7) Reactant: [N+:1]([C:4]1[C:13]2[C:8](=[CH:9][CH:10]=[CH:11][CH:12]=2)[C:7]([O:14][CH2:15][CH2:16][N:17]2[CH2:22][CH2:21][O:20][CH2:19][CH2:18]2)=[CH:6][CH:5]=1)([O-])=O. Product: [N:17]1([CH2:16][CH2:15][O:14][C:7]2[C:8]3[C:13](=[CH:12][CH:11]=[CH:10][CH:9]=3)[C:4]([NH2:1])=[CH:5][CH:6]=2)[CH2:22][CH2:21][O:20][CH2:19][CH2:18]1. The catalyst class is: 43. (8) Reactant: [C:1]([O:5][C:6]([N:8]1[CH2:13][CH2:12][C:11](=O)[CH:10]([C:15]([C:17]23[CH2:22][CH:21]2[CH2:20][CH2:19][CH2:18]3)=O)[CH2:9]1)=[O:7])([CH3:4])([CH3:3])[CH3:2].[NH2:23][NH2:24].O. Product: [C:1]([O:5][C:6]([N:8]1[CH2:13][CH2:12][C:11]2[NH:23][N:24]=[C:15]([C:17]34[CH2:22][CH:21]3[CH2:20][CH2:19][CH2:18]4)[C:10]=2[CH2:9]1)=[O:7])([CH3:4])([CH3:3])[CH3:2]. The catalyst class is: 14. (9) Reactant: [CH3:1][O:2][CH2:3][C:4]1[C:5]([N:10]2[CH:14]=[C:13]([CH2:15][OH:16])[C:12]([CH3:17])=[N:11]2)=[N:6][CH:7]=[CH:8][CH:9]=1. Product: [CH3:1][O:2][CH2:3][C:4]1[C:5]([N:10]2[CH:14]=[C:13]([CH:15]=[O:16])[C:12]([CH3:17])=[N:11]2)=[N:6][CH:7]=[CH:8][CH:9]=1. The catalyst class is: 742. (10) Reactant: N1CCOCC1.C(N(CC)CC)C.[F:14][CH:15]([F:45])[C:16]1[N:20](C2N=C(N3CCOCC3)N=C(N3CC4OC(CC4)C3)N=2)[C:19]2[CH:41]=[CH:42][CH:43]=[CH:44][C:18]=2[N:17]=1. Product: [F:45][CH:15]([F:14])[C:16]1[NH:17][C:18]2[CH:44]=[CH:43][CH:42]=[CH:41][C:19]=2[N:20]=1. The catalyst class is: 3.